Dataset: Forward reaction prediction with 1.9M reactions from USPTO patents (1976-2016). Task: Predict the product of the given reaction. Given the reactants C1CCC=CCCC=1.[B:18]1([B:18]2[O:22][C:21]([CH3:24])([CH3:23])[C:20]([CH3:26])([CH3:25])[O:19]2)[O:22][C:21]([CH3:24])([CH3:23])[C:20]([CH3:26])([CH3:25])[O:19]1.[C:27]([C:31]1[CH:36]=[CH:35][CH:34]=[C:33]([C:37]([CH3:40])([CH3:39])[CH3:38])[N:32]=1)([CH3:30])([CH3:29])[CH3:28], predict the reaction product. The product is: [C:27]([C:31]1[CH:36]=[C:35]([B:18]2[O:19][C:20]([CH3:25])([CH3:26])[C:21]([CH3:23])([CH3:24])[O:22]2)[CH:34]=[C:33]([C:37]([CH3:40])([CH3:39])[CH3:38])[N:32]=1)([CH3:30])([CH3:29])[CH3:28].